From a dataset of Full USPTO retrosynthesis dataset with 1.9M reactions from patents (1976-2016). Predict the reactants needed to synthesize the given product. (1) Given the product [CH:25]1[C:26]2[C:31](=[CH:30][CH:29]=[CH:28][CH:27]=2)[CH:32]=[CH:33][C:24]=1[CH2:23][O:1][CH:2]1[CH:7]([C:8]2[CH:13]=[CH:12][C:11]([CH3:14])=[CH:10][CH:9]=2)[CH2:6][CH2:5][N:4]([C:15]([O:17][C:18]([CH3:21])([CH3:20])[CH3:19])=[O:16])[CH2:3]1, predict the reactants needed to synthesize it. The reactants are: [OH:1][CH:2]1[CH:7]([C:8]2[CH:13]=[CH:12][C:11]([CH3:14])=[CH:10][CH:9]=2)[CH2:6][CH2:5][N:4]([C:15]([O:17][C:18]([CH3:21])([CH3:20])[CH3:19])=[O:16])[CH2:3]1.Br[CH2:23][C:24]1[CH:33]=[CH:32][C:31]2[C:26](=[CH:27][CH:28]=[CH:29][CH:30]=2)[CH:25]=1. (2) Given the product [NH2:19][C:10]1[C:9]2[N:8]=[CH:7][N:6]([CH2:5][CH2:4][CH2:3][CH2:2][NH:1][C:30]([C:28]3[CH:27]=[CH:26][CH:25]=[C:24]4[C:29]=3[N:20]=[CH:21][CH:22]=[CH:23]4)=[O:31])[C:18]=2[C:17]2[CH:16]=[CH:15][CH:14]=[CH:13][C:12]=2[N:11]=1, predict the reactants needed to synthesize it. The reactants are: [NH2:1][CH2:2][CH2:3][CH2:4][CH2:5][N:6]1[C:18]2[C:17]3[CH:16]=[CH:15][CH:14]=[CH:13][C:12]=3[N:11]=[C:10]([NH2:19])[C:9]=2[N:8]=[CH:7]1.[N:20]1[C:29]2[C:24](=[CH:25][CH:26]=[CH:27][C:28]=2[C:30](Cl)=[O:31])[CH:23]=[CH:22][CH:21]=1. (3) Given the product [ClH:21].[NH2:8][CH2:9][CH2:10][C:11]([NH:13][CH2:14][C:15]1[CH:20]=[CH:19][CH:18]=[CH:17][CH:16]=1)=[O:12], predict the reactants needed to synthesize it. The reactants are: C(OC([NH:8][CH2:9][CH2:10][C:11]([NH:13][CH2:14][C:15]1[CH:20]=[CH:19][CH:18]=[CH:17][CH:16]=1)=[O:12])=O)(C)(C)C.[ClH:21].CO.